Dataset: Forward reaction prediction with 1.9M reactions from USPTO patents (1976-2016). Task: Predict the product of the given reaction. (1) Given the reactants C(O[C:5](=[O:7])[CH3:6])(=O)C.[NH2:8][C:9]1[CH:10]=[CH:11][C:12]([Cl:17])=[C:13]([CH:16]=1)[C:14]#[N:15].C1(C)C=CC=CC=1.O, predict the reaction product. The product is: [Cl:17][C:12]1[CH:11]=[CH:10][C:9]([NH:8][C:5](=[O:7])[CH3:6])=[CH:16][C:13]=1[C:14]#[N:15]. (2) Given the reactants Br[C:2]1[CH:3]=[C:4]2[C:9](=[CH:10][CH:11]=1)[C:8](=[O:12])[CH2:7][CH2:6][CH2:5]2.[CH3:13][NH:14][C:15]1[CH:20]=[CH:19][CH:18]=[CH:17][CH:16]=1.C([O-])([O-])=O.[Cs+].[Cs+], predict the reaction product. The product is: [CH3:13][N:14]([C:15]1[CH:20]=[CH:19][CH:18]=[CH:17][CH:16]=1)[C:2]1[CH:3]=[C:4]2[C:9](=[CH:10][CH:11]=1)[C:8](=[O:12])[CH2:7][CH2:6][CH2:5]2.